From a dataset of Full USPTO retrosynthesis dataset with 1.9M reactions from patents (1976-2016). Predict the reactants needed to synthesize the given product. (1) Given the product [Br:8][C:9]1[CH:14]=[CH:13][CH:12]=[CH:11][C:10]=1[CH2:15][CH2:16][C:17]([O:19][CH3:1])=[O:18], predict the reactants needed to synthesize it. The reactants are: [CH3:1][Si](C=[N+]=[N-])(C)C.[Br:8][C:9]1[CH:14]=[CH:13][CH:12]=[CH:11][C:10]=1[CH2:15][CH2:16][C:17]([OH:19])=[O:18]. (2) Given the product [F:21][C:22]([F:27])([F:26])[C:23]([OH:25])=[O:24].[NH2:12][CH2:11][C:10]([N:4]1[CH2:5][C:6]([F:8])([F:9])[CH2:7][C@H:3]1[C:1]#[N:2])=[O:20], predict the reactants needed to synthesize it. The reactants are: [C:1]([C@@H:3]1[CH2:7][C:6]([F:9])([F:8])[CH2:5][N:4]1[C:10](=[O:20])[CH2:11][NH:12]C(=O)OC(C)(C)C)#[N:2].[F:21][C:22]([F:27])([F:26])[C:23]([OH:25])=[O:24].